The task is: Predict which catalyst facilitates the given reaction.. This data is from Catalyst prediction with 721,799 reactions and 888 catalyst types from USPTO. (1) Reactant: [CH2:1]([O:19][CH2:20][CH:21]([OH:41])[CH2:22][O:23][C:24](=[O:40])[CH2:25][CH2:26][CH2:27][CH2:28][CH2:29][CH2:30][CH2:31][CH2:32][CH2:33][CH2:34][CH2:35][CH2:36][CH2:37][CH2:38][CH3:39])[CH2:2][CH2:3][CH2:4][CH2:5][CH2:6][CH2:7][CH2:8]/[CH:9]=[CH:10]\[CH2:11][CH2:12][CH2:13][CH2:14][CH2:15][CH2:16][CH2:17][CH3:18].C1(N=C=NC2CCCCC2)CCCCC1.CN(C1C=CC=CN=1)C.[CH2:66]([CH2:80][C:81](O)=[S:82])[CH2:67][CH2:68][CH2:69][CH2:70][CH2:71][CH2:72][CH2:73][CH2:74][CH2:75][CH2:76][CH2:77][CH2:78][CH3:79]. Product: [CH2:1]([O:19][CH:20]([C:81](=[S:82])[CH2:80][CH2:66][CH2:67][CH2:68][CH2:69][CH2:70][CH2:71][CH2:72][CH2:73][CH2:74][CH2:75][CH2:76][CH2:77][CH2:78][CH3:79])[CH:21]([CH2:22][O:23][C:24](=[O:40])[CH2:25][CH2:26][CH2:27][CH2:28][CH2:29][CH2:30][CH2:31][CH2:32][CH2:33][CH2:34][CH2:35][CH2:36][CH2:37][CH2:38][CH3:39])[OH:41])[CH2:2][CH2:3][CH2:4][CH2:5][CH2:6][CH2:7][CH2:8]/[CH:9]=[CH:10]\[CH2:11][CH2:12][CH2:13][CH2:14][CH2:15][CH2:16][CH2:17][CH3:18]. The catalyst class is: 4. (2) Reactant: [H-].[Na+].[C:3]([O:7][C:8]([N:10]1[CH2:15][CH2:14][NH:13][C:12](=[O:16])[CH2:11]1)=[O:9])([CH3:6])([CH3:5])[CH3:4].[CH3:17]I.O. Product: [C:3]([O:7][C:8]([N:10]1[CH2:15][CH2:14][N:13]([CH3:17])[C:12](=[O:16])[CH2:11]1)=[O:9])([CH3:6])([CH3:4])[CH3:5]. The catalyst class is: 42.